This data is from Reaction yield outcomes from USPTO patents with 853,638 reactions. The task is: Predict the reaction yield, written as a fraction of the theoretical maximum amount of product (1.0 means a 100% yield; for example, 0.34 means a 34% yield). (1) The reactants are [F:1][C:2]1[N:7]=[C:6]([NH2:8])[CH:5]=[CH:4][CH:3]=1.[Br:9]N1C(=O)CCC1=O.C(Cl)Cl.[OH-].[Na+]. The catalyst is C(Cl)(Cl)Cl. The product is [Br:9][C:3]1[CH:4]=[CH:5][C:6]([NH2:8])=[N:7][C:2]=1[F:1]. The yield is 0.220. (2) The reactants are [F:1][C:2]1[CH:7]=[CH:6][C:5]([NH:8][C:9](=[O:29])[CH2:10][C:11]([NH:13][C:14]2[CH:19]=[CH:18][C:17]([O:20][C:21]3[CH:26]=[CH:25][N:24]=[C:23]([NH2:27])[CH:22]=3)=[CH:16][C:15]=2[F:28])=[O:12])=[CH:4][CH:3]=1.C(N(CC)CC)C.[C:37](Cl)(=[O:40])[CH2:38][CH3:39].[OH-].[Na+]. The catalyst is CN(C)C=O. The product is [F:1][C:2]1[CH:3]=[CH:4][C:5]([NH:8][C:9](=[O:29])[CH2:10][C:11]([NH:13][C:14]2[CH:19]=[CH:18][C:17]([O:20][C:21]3[CH:26]=[CH:25][N:24]=[C:23]([NH:27][C:37](=[O:40])[CH2:38][CH3:39])[CH:22]=3)=[CH:16][C:15]=2[F:28])=[O:12])=[CH:6][CH:7]=1. The yield is 0.390. (3) The reactants are C(O[C@H]1C2C(=CC(OCCC)=CC=2)[C@@H](N)C1)C=C.[CH2:19]([O:22][C@H:23]1[C:31]2[C:26](=[CH:27][C:28]([CH3:33])=[CH:29][C:30]=2[CH3:32])[C@@H:25]([NH:34]C(=O)C(F)(F)F)[CH2:24]1)[CH:20]=[CH2:21].FC(F)(F)C(N[C@H]1C2C(=CC=C(C)C=2)[C@@H](O)C1)=O. No catalyst specified. The product is [CH2:19]([O:22][C@H:23]1[C:31]2[C:26](=[CH:27][C:28]([CH3:33])=[CH:29][C:30]=2[CH3:32])[C@@H:25]([NH2:34])[CH2:24]1)[CH:20]=[CH2:21]. The yield is 0.940.